Predict which catalyst facilitates the given reaction. From a dataset of Catalyst prediction with 721,799 reactions and 888 catalyst types from USPTO. (1) Reactant: [CH3:1][O:2][CH2:3][CH2:4][C:5]1[N:6]([CH2:19][CH2:20][O:21][CH2:22][CH2:23][NH:24][C:25](=[O:31])[O:26][C:27]([CH3:30])([CH3:29])[CH3:28])[C:7]2[C:16]3[CH:15]=[CH:14][CH:13]=[CH:12][C:11]=3[N+:10]([O-])=[CH:9][C:8]=2[N:18]=1.[NH4+:32].[OH-].C1(C)C=CC(S(Cl)(=O)=O)=CC=1. Product: [NH2:32][C:9]1[C:8]2[N:18]=[C:5]([CH2:4][CH2:3][O:2][CH3:1])[N:6]([CH2:19][CH2:20][O:21][CH2:22][CH2:23][NH:24][C:25](=[O:31])[O:26][C:27]([CH3:30])([CH3:29])[CH3:28])[C:7]=2[C:16]2[CH:15]=[CH:14][CH:13]=[CH:12][C:11]=2[N:10]=1. The catalyst class is: 26. (2) Reactant: Cl.[F:2][CH2:3][C:4]([C:8]1[CH:9]=[C:10]([NH:20][C:21]([NH:23][C:24]2[C:33]3[C:28](=[CH:29][CH:30]=[CH:31][CH:32]=3)[C:27]([O:34][CH:35]3[CH2:40][CH2:39][NH:38][CH2:37][CH2:36]3)=[N:26][CH:25]=2)=[O:22])[N:11]([C:13]2[CH:18]=[CH:17][C:16]([CH3:19])=[CH:15][CH:14]=2)[N:12]=1)([CH2:6][F:7])[CH3:5].[F:41][C:42]1[CH:50]=[CH:49][CH:48]=[C:47]([F:51])[C:43]=1[C:44](Cl)=[O:45].C(N(CC)CC)C.O. Product: [F:41][C:42]1[CH:50]=[CH:49][CH:48]=[C:47]([F:51])[C:43]=1[C:44]([N:38]1[CH2:39][CH2:40][CH:35]([O:34][C:27]2[C:28]3[C:33](=[CH:32][CH:31]=[CH:30][CH:29]=3)[C:24]([NH:23][C:21]([NH:20][C:10]3[N:11]([C:13]4[CH:18]=[CH:17][C:16]([CH3:19])=[CH:15][CH:14]=4)[N:12]=[C:8]([C:4]([CH2:6][F:7])([CH3:5])[CH2:3][F:2])[CH:9]=3)=[O:22])=[CH:25][N:26]=2)[CH2:36][CH2:37]1)=[O:45]. The catalyst class is: 4. (3) Reactant: [Cl:1][C:2]1[N:10]=[C:9]2[C:5]([NH:6][CH:7]=[N:8]2)=[C:4]([Cl:11])[N:3]=1.C(=O)([O-])[O-].[K+].[K+].[CH:18]1(I)[CH2:23][CH2:22][CH2:21][CH2:20][CH2:19]1. Product: [CH:18]1([N:8]2[CH:7]=[N:6][C:5]3[C:9]2=[N:10][C:2]([Cl:1])=[N:3][C:4]=3[Cl:11])[CH2:23][CH2:22][CH2:21][CH2:20][CH2:19]1. The catalyst class is: 16. (4) Reactant: Cl.C([O:9][C:10]1[CH:15]=[CH:14][C:13]([CH:16]([OH:41])[CH2:17][NH:18][C:19]([CH3:40])([CH3:39])[CH2:20][CH2:21][N:22]2[C:27]3[CH:28]=[CH:29][CH:30]=[CH:31][C:26]=3[C:25]([CH2:35][CH2:36][CH3:37])([CH2:32][CH2:33][CH3:34])[O:24][C:23]2=[O:38])=[CH:12][C:11]=1[NH:42][S:43]([CH3:46])(=[O:45])=[O:44])C1C=CC=CC=1. Product: [CH3:40][C:19]([NH:18][CH2:17][CH:16]([C:13]1[CH:14]=[CH:15][C:10]([OH:9])=[C:11]([NH:42][S:43]([CH3:46])(=[O:45])=[O:44])[CH:12]=1)[OH:41])([CH3:39])[CH2:20][CH2:21][N:22]1[C:27]2[CH:28]=[CH:29][CH:30]=[CH:31][C:26]=2[C:25]([CH2:32][CH2:33][CH3:34])([CH2:35][CH2:36][CH3:37])[O:24][C:23]1=[O:38]. The catalyst class is: 19. (5) Product: [N:1]1([CH2:6][C:7]2[N:11]([C:12]3[CH:13]=[C:14]4[C:18](=[CH:19][CH:20]=3)[N:17]([CH3:21])[CH:16]=[CH:15]4)[C:10]([C:22]3[CH:27]=[C:26]([CH:28]([CH3:29])[CH3:30])[C:25]([OH:31])=[CH:24][C:23]=3[OH:39])=[N:9][N:8]=2)[CH:5]=[CH:4][N:3]=[CH:2]1. The catalyst class is: 50. Reactant: [N:1]1([CH2:6][C:7]2[N:11]([C:12]3[CH:13]=[C:14]4[C:18](=[CH:19][CH:20]=3)[N:17]([CH3:21])[CH:16]=[CH:15]4)[C:10]([C:22]3[CH:27]=[C:26]([CH:28]([CH3:30])[CH3:29])[C:25]([O:31]CC4C=CC=CC=4)=[CH:24][C:23]=3[O:39]CC3C=CC=CC=3)=[N:9][N:8]=2)[CH:5]=[CH:4][N:3]=[CH:2]1.